Dataset: Full USPTO retrosynthesis dataset with 1.9M reactions from patents (1976-2016). Task: Predict the reactants needed to synthesize the given product. (1) Given the product [Cl:19][C:4]1[N:3]=[C:2]2[O:18][C:9]([C:10]3[CH:15]=[CH:14][C:13]([O:16][CH3:17])=[CH:12][CH:11]=3)=[N:8][C:7]2=[CH:6][CH:5]=1, predict the reactants needed to synthesize it. The reactants are: Cl[C:2]1[C:7]([NH:8][C:9](=[O:18])[C:10]2[CH:15]=[CH:14][C:13]([O:16][CH3:17])=[CH:12][CH:11]=2)=[CH:6][CH:5]=[C:4]([Cl:19])[N:3]=1.C([O-])([O-])=O.[K+].[K+].O. (2) Given the product [C:4]([CH2:3][CH2:2][NH:1][C:13](=[O:14])[C:12]1[CH:16]=[CH:17][CH:18]=[CH:19][C:11]=1[N:7]1[N:8]=[CH:9][CH:10]=[N:6]1)#[N:5], predict the reactants needed to synthesize it. The reactants are: [NH2:1][CH2:2][CH2:3][C:4]#[N:5].[N:6]1[N:7]([C:11]2[CH:19]=[CH:18][CH:17]=[CH:16][C:12]=2[C:13](O)=[O:14])[N:8]=[CH:9][CH:10]=1. (3) Given the product [Cl:1][C:2]1[CH:3]=[C:4]([CH:14]=[CH:15][C:16]=1[Cl:17])[CH2:5][N:6]1[CH2:11][CH2:10][O:9][CH:8]([CH2:12][NH:13][C:24](=[O:25])[CH2:23][C:20]2[CH:21]=[CH:22][S:18][CH:19]=2)[CH2:7]1, predict the reactants needed to synthesize it. The reactants are: [Cl:1][C:2]1[CH:3]=[C:4]([CH:14]=[CH:15][C:16]=1[Cl:17])[CH2:5][N:6]1[CH2:11][CH2:10][O:9][CH:8]([CH2:12][NH2:13])[CH2:7]1.[S:18]1[CH:22]=[CH:21][C:20]([CH2:23][C:24](O)=[O:25])=[CH:19]1. (4) Given the product [CH3:17][C:16]1[N:15]([C:18]2[CH:23]=[CH:22][CH:21]=[CH:20][N:19]=2)[N:14]=[CH:13][C:12]=1[CH2:10][OH:9], predict the reactants needed to synthesize it. The reactants are: [H-].[Al+3].[Li+].[H-].[H-].[H-].C([O:9][C:10]([C:12]1[CH:13]=[N:14][N:15]([C:18]2[CH:23]=[CH:22][CH:21]=[CH:20][N:19]=2)[C:16]=1[CH3:17])=O)C.S([O-])([O-])(=O)=O.[Na+].[Na+]. (5) Given the product [CH3:20][C:17]1([CH3:21])[CH2:18][O:19][B:14]([C:2]2[CH:3]=[C:4]([C:8]3[CH:9]=[N:10][CH:11]=[CH:12][CH:13]=3)[CH:5]=[CH:6][CH:7]=2)[O:15][CH2:16]1, predict the reactants needed to synthesize it. The reactants are: Br[C:2]1[CH:3]=[C:4]([C:8]2[CH:9]=[N:10][CH:11]=[CH:12][CH:13]=2)[CH:5]=[CH:6][CH:7]=1.[B:14]1([B:14]2[O:19][CH2:18][C:17]([CH3:21])([CH3:20])[CH2:16][O:15]2)[O:19][CH2:18][C:17]([CH3:21])([CH3:20])[CH2:16][O:15]1.CC([O-])=O.[K+]. (6) The reactants are: [NH:1]([C:3]1[CH:12]=[C:11]([CH3:13])[C:10]2[C:5](=[N:6][CH:7]=[CH:8][CH:9]=2)[N:4]=1)[NH2:2].[Cl:14][C:15]1[CH:16]=[C:17]([N:22]=[C:23]=[O:24])[CH:18]=[C:19]([Cl:21])[CH:20]=1. Given the product [Cl:14][C:15]1[CH:16]=[C:17]([NH:22][C:23]([NH:2][NH:1][C:3]2[CH:12]=[C:11]([CH3:13])[C:10]3[C:5](=[N:6][CH:7]=[CH:8][CH:9]=3)[N:4]=2)=[O:24])[CH:18]=[C:19]([Cl:21])[CH:20]=1, predict the reactants needed to synthesize it. (7) Given the product [C:19]([NH:18][C:16]1[S:15][C:13]2[N:14]=[C:9]([NH:8][C:6]3[CH:7]=[C:2]([NH:1][C:31](=[O:32])[C:30]4[CH:34]=[CH:35][CH:36]=[C:28]([O:27][C:25]([C:23]#[N:24])([CH3:26])[CH3:37])[CH:29]=4)[CH:3]=[CH:4][C:5]=3[CH3:22])[N:10]=[CH:11][C:12]=2[N:17]=1)(=[O:21])[CH3:20], predict the reactants needed to synthesize it. The reactants are: [NH2:1][C:2]1[CH:3]=[CH:4][C:5]([CH3:22])=[C:6]([NH:8][C:9]2[N:10]=[CH:11][C:12]3[N:17]=[C:16]([NH:18][C:19](=[O:21])[CH3:20])[S:15][C:13]=3[N:14]=2)[CH:7]=1.[C:23]([C:25]([CH3:37])([O:27][C:28]1[CH:29]=[C:30]([CH:34]=[CH:35][CH:36]=1)[C:31](O)=[O:32])[CH3:26])#[N:24].F[P-](F)(F)(F)(F)F.N1(OC(N(C)C)=[N+](C)C)C2N=CC=CC=2N=N1.C(=O)([O-])O.[Na+].